From a dataset of Catalyst prediction with 721,799 reactions and 888 catalyst types from USPTO. Predict which catalyst facilitates the given reaction. (1) Reactant: [C:1]([O:5][C:6]([N:8]1[CH2:12][CH2:11][CH2:10][C@H:9]1[C:13]1[NH:14][CH:15]=[C:16]([C:18]2[CH:23]=[CH:22][C:21](B3OC(C)(C)C(C)(C)O3)=[CH:20][CH:19]=2)[N:17]=1)=[O:7])([CH3:4])([CH3:3])[CH3:2].Br[C:34]1[CH:39]=[CH:38][C:37]([NH:40][C:41](=[O:59])[C:42]2[CH:47]=[CH:46][C:45]([N:48]3[CH2:53][CH2:52][N:51]([C:54]([CH:56]4[CH2:58][CH2:57]4)=[O:55])[CH2:50][CH2:49]3)=[CH:44][CH:43]=2)=[CH:36][CH:35]=1.CN(C)C=O.C(=O)(O)[O-].[Na+].O. Product: [C:1]([O:5][C:6]([N:8]1[CH2:12][CH2:11][CH2:10][C@H:9]1[C:13]1[NH:14][CH:15]=[C:16]([C:18]2[CH:19]=[CH:20][C:21]([C:34]3[CH:35]=[CH:36][C:37]([NH:40][C:41](=[O:59])[C:42]4[CH:43]=[CH:44][C:45]([N:48]5[CH2:49][CH2:50][N:51]([C:54]([CH:56]6[CH2:57][CH2:58]6)=[O:55])[CH2:52][CH2:53]5)=[CH:46][CH:47]=4)=[CH:38][CH:39]=3)=[CH:22][CH:23]=2)[N:17]=1)=[O:7])([CH3:3])([CH3:2])[CH3:4]. The catalyst class is: 694. (2) Reactant: [CH2:1]([N:8]([C:12]1[C:13]2[CH2:34][NH:33][CH2:32][CH2:31][C:14]=2[N:15]=[C:16]([NH:18][C:19]2[CH:24]=[CH:23][C:22]([N:25]3[CH:29]=[CH:28][N:27]=[C:26]3[CH3:30])=[CH:21][CH:20]=2)[N:17]=1)[CH2:9][CH2:10][OH:11])[C:2]1[CH:7]=[CH:6][CH:5]=[CH:4][CH:3]=1.[C:35](O)(=O)C.C=O.C([BH3-])#N.[Na+]. Product: [CH2:1]([N:8]([C:12]1[C:13]2[CH2:34][N:33]([CH3:35])[CH2:32][CH2:31][C:14]=2[N:15]=[C:16]([NH:18][C:19]2[CH:24]=[CH:23][C:22]([N:25]3[CH:29]=[CH:28][N:27]=[C:26]3[CH3:30])=[CH:21][CH:20]=2)[N:17]=1)[CH2:9][CH2:10][OH:11])[C:2]1[CH:3]=[CH:4][CH:5]=[CH:6][CH:7]=1. The catalyst class is: 5. (3) Reactant: Cl.[NH2:2][CH:3]([C:6]1[CH:11]=[CH:10][C:9]([CH3:12])=[CH:8][CH:7]=1)[C:4]#[N:5].[CH3:13][O:14][C:15]1[CH:16]=[C:17]([CH2:24][CH2:25][C:26](O)=[O:27])[CH:18]=[CH:19][C:20]=1[O:21][CH2:22][CH3:23].N1C=CC=CC=1.CCN=C=NCCCN(C)C. Product: [CH3:12][C:9]1[CH:10]=[CH:11][C:6]([CH:3]([NH:2][C:26](=[O:27])[CH2:25][CH2:24][C:17]2[CH:18]=[CH:19][C:20]([O:21][CH2:22][CH3:23])=[C:15]([O:14][CH3:13])[CH:16]=2)[C:4]#[N:5])=[CH:7][CH:8]=1. The catalyst class is: 6. (4) Reactant: C(OC([NH:11][C:12]1[C:13]([C:24]([NH:26][C:27]2[CH:28]=[N:29][CH:30]=[CH:31][C:32]=2[N:33]2[CH2:38][C@H:37]([CH3:39])[C@H:36]([NH:40][C:41](=[O:44])[O:42][CH3:43])[C@H:35]([NH:45]C(=O)OC(C)(C)C)[CH2:34]2)=[O:25])=[N:14][C:15]2[C:20]([CH:21]=1)=[CH:19][CH:18]=[C:17]([CH:22]=[CH2:23])[CH:16]=2)=O)C1C=CC=CC=1. Product: [NH2:45][C@H:35]1[C@@H:36]([NH:40][C:41](=[O:44])[O:42][CH3:43])[C@@H:37]([CH3:39])[CH2:38][N:33]([C:32]2[CH:31]=[CH:30][N:29]=[CH:28][C:27]=2[NH:26][C:24]([C:13]2[C:12]([NH2:11])=[CH:21][C:20]3[C:15](=[CH:16][C:17]([CH2:22][CH3:23])=[CH:18][CH:19]=3)[N:14]=2)=[O:25])[CH2:34]1. The catalyst class is: 19. (5) Reactant: [C:1]([O:5][C:6](=[O:20])[CH2:7][O:8][C:9]1[CH:10]=[C:11]([CH:16]=[CH:17][C:18]=1[Cl:19])[C:12]([O:14]C)=[O:13])([CH3:4])([CH3:3])[CH3:2].C(O)(C)(C)C. Product: [C:1]([O:5][C:6](=[O:20])[CH2:7][O:8][C:9]1[CH:10]=[C:11]([CH:16]=[CH:17][C:18]=1[Cl:19])[C:12]([OH:14])=[O:13])([CH3:4])([CH3:2])[CH3:3]. The catalyst class is: 6.